The task is: Binary Classification. Given a drug SMILES string, predict its activity (active/inactive) in a high-throughput screening assay against a specified biological target.. This data is from Cav3 T-type calcium channel HTS with 100,875 compounds. (1) The compound is Clc1cc(NC(OCc2sc(Cl)nc2)=O)ccc1Cl. The result is 0 (inactive). (2) The compound is S=c1n(c(n[nH]1)CNC(=O)c1cc(OC)c(OC)cc1)c1ccccc1. The result is 0 (inactive). (3) The compound is Brc1c(n(nc1C)C(=O)c1ccc(OC)cc1)C. The result is 0 (inactive). (4) The drug is O=C(Nc1c(cccc1)C(=O)NCC=C)c1c2c(ccc1)cccc2. The result is 0 (inactive). (5) The compound is S(c1n(c2c(n(c(=O)n(c2=O)C)C)n1)C)CC(=O)NCc1occc1. The result is 0 (inactive).